From a dataset of Full USPTO retrosynthesis dataset with 1.9M reactions from patents (1976-2016). Predict the reactants needed to synthesize the given product. The reactants are: [F:1][C:2]([F:15])([F:14])[N:3]1[CH:7]=[CH:6][CH:5]=[C:4]1[C:8]1[O:12][C:11](S)=[N:10][N:9]=1.F[C:17](F)(F)[N:18]1[CH:22]=[CH:21][CH:20]=[C:19]1[C:23]([NH:25]N)=O.F[C:30](F)(F)N1C=CC=C1C(OC)=O.N1C=CC=C1C(OC)=O. Given the product [N:18]12[CH2:22][CH2:21][CH:20]([CH2:30][CH2:17]1)[N:25]([C:11]1[O:12][C:8]([C:4]3[N:3]([C:2]([F:15])([F:14])[F:1])[CH:7]=[CH:6][CH:5]=3)=[N:9][N:10]=1)[CH2:23][CH2:19]2, predict the reactants needed to synthesize it.